Regression. Given a peptide amino acid sequence and an MHC pseudo amino acid sequence, predict their binding affinity value. This is MHC class I binding data. From a dataset of Peptide-MHC class I binding affinity with 185,985 pairs from IEDB/IMGT. (1) The peptide sequence is AEKSRGRRI. The MHC is HLA-A69:01 with pseudo-sequence HLA-A69:01. The binding affinity (normalized) is 0.0847. (2) The peptide sequence is YDQMKCKSL. The MHC is HLA-B45:01 with pseudo-sequence HLA-B45:01. The binding affinity (normalized) is 0. (3) The peptide sequence is RPQASGVYM. The MHC is HLA-B15:01 with pseudo-sequence HLA-B15:01. The binding affinity (normalized) is 0.140. (4) The peptide sequence is FIKPVSDLY. The MHC is HLA-A03:01 with pseudo-sequence HLA-A03:01. The binding affinity (normalized) is 0.402. (5) The peptide sequence is FLPSDYFPSL. The MHC is HLA-A02:03 with pseudo-sequence HLA-A02:03. The binding affinity (normalized) is 0.651. (6) The peptide sequence is FLKDVMESM. The MHC is HLA-A30:01 with pseudo-sequence HLA-A30:01. The binding affinity (normalized) is 0.0847.